Task: Predict the reactants needed to synthesize the given product.. Dataset: Full USPTO retrosynthesis dataset with 1.9M reactions from patents (1976-2016) (1) Given the product [Cl:14][C:7]1[N:6]=[C:5]2[N:12]=[C:2]([CH3:1])[NH:3][C:4]2=[C:9]([CH3:10])[CH:8]=1, predict the reactants needed to synthesize it. The reactants are: [CH3:1][C:2]1[NH:3][C:4]2[C:5]([N:12]=1)=[N+:6]([O-])[CH:7]=[CH:8][C:9]=2[CH3:10].C(Cl)(Cl)[Cl:14]. (2) Given the product [CH3:1][O:2][C:3](=[O:33])[CH2:4][C@H:5]1[C:9]2[CH:10]=[CH:11][C:12]([O:14][C@H:15]3[C:23]4[C:18](=[C:19]([C:35]5[C:40]([CH3:41])=[CH:39][N:38]([CH3:42])[C:37](=[O:43])[C:36]=5[CH3:44])[CH:20]=[CH:21][CH:22]=4)[CH2:17][CH2:16]3)=[CH:13][C:8]=2[O:7][CH2:6]1, predict the reactants needed to synthesize it. The reactants are: [CH3:1][O:2][C:3](=[O:33])[CH2:4][C@H:5]1[C:9]2[CH:10]=[CH:11][C:12]([O:14][C@H:15]3[C:23]4[C:18](=[C:19](B5OC(C)(C)C(C)(C)O5)[CH:20]=[CH:21][CH:22]=4)[CH2:17][CH2:16]3)=[CH:13][C:8]=2[O:7][CH2:6]1.Br[C:35]1[C:40]([CH3:41])=[CH:39][N:38]([CH3:42])[C:37](=[O:43])[C:36]=1[CH3:44]. (3) Given the product [CH:16]1([C:19]2[O:20][C:21]3[C:22](=[C:24]([C:36]#[N:37])[C:25]([CH3:35])=[C:26]([C:29]4[CH:30]=[CH:31][CH:32]=[CH:33][CH:34]=4)[C:27]=3[N:6]3[CH2:7][CH2:8][C@H:4]([NH:3][CH2:1][CH3:2])[CH2:5]3)[N:23]=2)[CH2:18][CH2:17]1, predict the reactants needed to synthesize it. The reactants are: [CH2:1]([NH:3][C@H:4]1[CH2:8][CH2:7][NH:6][CH2:5]1)[CH3:2].C(N(CC)CC)C.[CH:16]1([C:19]2[O:20][C:21]3[C:22](=[C:24]([C:36]#[N:37])[C:25]([CH3:35])=[C:26]([C:29]4[CH:34]=[CH:33][CH:32]=[CH:31][CH:30]=4)[C:27]=3F)[N:23]=2)[CH2:18][CH2:17]1. (4) The reactants are: N1C2C=CC=CC=2N=C1C1CCN(CCC2OC(=O)C(CC)(CC)C2)CC1.[N:28]1[CH:33]=[CH:32][C:31]([N:34]2[CH2:39][CH2:38][NH:37][CH2:36][CH2:35]2)=[CH:30][CH:29]=1.N1(C2C=CC=CC=2C#N)CCNCC1.CC1C=CC(S(O[CH2:65][CH2:66][CH:67]2[CH2:71][C:70]3([CH2:76][CH2:75][CH2:74][CH2:73][CH2:72]3)[C:69](=[O:77])[O:68]2)(=O)=O)=CC=1.CC1C=CC(S(OCCC2CC(CC)(CC)C(=O)O2)(=O)=O)=CC=1. Given the product [N:28]1[CH:33]=[CH:32][C:31]([N:34]2[CH2:35][CH2:36][N:37]([CH2:65][CH2:66][CH:67]3[CH2:71][C:70]4([CH2:72][CH2:73][CH2:74][CH2:75][CH2:76]4)[C:69](=[O:77])[O:68]3)[CH2:38][CH2:39]2)=[CH:30][CH:29]=1, predict the reactants needed to synthesize it.